From a dataset of Full USPTO retrosynthesis dataset with 1.9M reactions from patents (1976-2016). Predict the reactants needed to synthesize the given product. (1) The reactants are: [NH2:1][CH2:2][CH2:3][NH:4][C:5]1[C:6](=[O:22])[N:7]([C:18]([CH3:21])([CH3:20])[CH3:19])[S:8](=[O:17])(=[O:16])[C:9]=1[C:10]1[CH:15]=[CH:14][CH:13]=[CH:12][CH:11]=1.Cl[C:24]1[C:29]([Cl:30])=[CH:28][C:27]([C:31]([F:34])([F:33])[F:32])=[CH:26][N:25]=1. Given the product [C:18]([N:7]1[C:6](=[O:22])[C:5]([NH:4][CH2:3][CH2:2][NH:1][C:24]2[C:29]([Cl:30])=[CH:28][C:27]([C:31]([F:34])([F:32])[F:33])=[CH:26][N:25]=2)=[C:9]([C:10]2[CH:15]=[CH:14][CH:13]=[CH:12][CH:11]=2)[S:8]1(=[O:17])=[O:16])([CH3:19])([CH3:21])[CH3:20], predict the reactants needed to synthesize it. (2) Given the product [N+:1]([C:4]1[CH:12]=[CH:11][CH:10]=[CH:9][C:5]=1[C:6](=[S:22])[NH2:8])([O-:3])=[O:2], predict the reactants needed to synthesize it. The reactants are: [N+:1]([C:4]1[CH:12]=[CH:11][CH:10]=[CH:9][C:5]=1[C:6]([NH2:8])=O)([O-:3])=[O:2].COC1C=CC(P2(SP(C3C=CC(OC)=CC=3)(=S)S2)=[S:22])=CC=1.